This data is from Catalyst prediction with 721,799 reactions and 888 catalyst types from USPTO. The task is: Predict which catalyst facilitates the given reaction. (1) Reactant: [F:1][C:2]1[CH:11]=[CH:10][C:5]2[C:6](=[O:9])[NH:7][O:8][C:4]=2[C:3]=1[F:12].CN(C1C=CC=CN=1)C.[CH3:22][C:23]([O:26][C:27](O[C:27]([O:26][C:23]([CH3:25])([CH3:24])[CH3:22])=[O:28])=[O:28])([CH3:25])[CH3:24]. Product: [C:27](=[O:28])([O:9][C:6]1[C:5]2[CH:10]=[CH:11][C:2]([F:1])=[C:3]([F:12])[C:4]=2[O:8][N:7]=1)[O:26][C:23]([CH3:25])([CH3:24])[CH3:22]. The catalyst class is: 1. (2) Reactant: Cl[CH2:2][CH2:3][CH2:4][N:5]([CH2:15][C:16]([F:19])([F:18])[F:17])[C:6](=O)[O:7]C1C=CC=CC=1.[NH2:20][NH2:21].O. Product: [NH2:20][N:21]1[CH2:2][CH2:3][CH2:4][N:5]([CH2:15][C:16]([F:19])([F:18])[F:17])[C:6]1=[O:7]. The catalyst class is: 8. (3) Reactant: Cl[C:2]1[C:7]2=[CH:8][N:9]([CH2:11][C:12]3[CH:13]=[N:14][C:15]([O:19][CH2:20][C:21]([F:24])([F:23])[F:22])=[C:16]([CH3:18])[CH:17]=3)[N:10]=[C:6]2[CH:5]=[CH:4][N:3]=1.[NH:25]1[CH2:30][CH2:29][O:28][CH2:27][CH2:26]1.C(=O)([O-])[O-].[K+].[K+]. Product: [CH3:18][C:16]1[CH:17]=[C:12]([CH2:11][N:9]2[CH:8]=[C:7]3[C:2]([N:25]4[CH2:30][CH2:29][O:28][CH2:27][CH2:26]4)=[N:3][CH:4]=[CH:5][C:6]3=[N:10]2)[CH:13]=[N:14][C:15]=1[O:19][CH2:20][C:21]([F:24])([F:23])[F:22]. The catalyst class is: 474. (4) Reactant: [P:1]([O:19][CH2:20][C@H:21]([C:42]1[CH:47]=[CH:46][C:45]([Cl:48])=[C:44]([F:49])[CH:43]=1)[N:22]1[CH:27]=[CH:26][C:25]([C:28]2[CH:33]=[CH:32][N:31]=[C:30]([NH:34][CH:35]3[CH2:40][CH2:39][O:38][CH2:37][CH2:36]3)[N:29]=2)=[CH:24][C:23]1=[O:41])([O:11]CC1C=CC=CC=1)([O:3]CC1C=CC=CC=1)=[O:2]. The catalyst class is: 43. Product: [P:1]([OH:3])([OH:11])([O:19][CH2:20][C@H:21]([C:42]1[CH:47]=[CH:46][C:45]([Cl:48])=[C:44]([F:49])[CH:43]=1)[N:22]1[CH:27]=[CH:26][C:25]([C:28]2[CH:33]=[CH:32][N:31]=[C:30]([NH:34][CH:35]3[CH2:40][CH2:39][O:38][CH2:37][CH2:36]3)[N:29]=2)=[CH:24][C:23]1=[O:41])=[O:2]. (5) The catalyst class is: 15. Reactant: [Br:1][C:2]1[CH:7]=[CH:6][C:5]([C:8](=O)[C:9]([C:12]2C=C[N:15]=[C:14](F)[CH:13]=2)=[N:10][OH:11])=[CH:4][CH:3]=1.[Cl:20][C:21]1[CH:28]=[CH:27][CH:26]=[CH:25][C:22]=1[CH:23]=O.[C:29]([O-:32])(=O)[CH3:30].[NH4+:33]. Product: [Br:1][C:2]1[CH:7]=[CH:6][C:5]([C:8]2[N:33]=[C:23]([C:22]3[CH:25]=[CH:26][CH:27]=[CH:28][C:21]=3[Cl:20])[N:10]([OH:11])[C:9]=2[C:12]2[CH:13]=[CH:14][NH:15][C:29](=[O:32])[CH:30]=2)=[CH:4][CH:3]=1. (6) Reactant: CC1C=CC(S([O:11][CH2:12][C@@H:13]([N:15]2[C:23](=[O:24])[C:22]3[C:17](=[CH:18][CH:19]=[CH:20][CH:21]=3)[C:16]2=[O:25])[CH3:14])(=O)=O)=CC=1.[F:26][C:27]1[CH:32]=[CH:31][C:30]([N:33]2[C:41]3[CH:40]=[CH:39][CH:38]=[C:37](O)[C:36]=3[CH:35]=[N:34]2)=[CH:29][CH:28]=1.C(=O)([O-])[O-].[Cs+].[Cs+]. Product: [F:26][C:27]1[CH:28]=[CH:29][C:30]([N:33]2[C:41]3[C:36](=[C:37]([O:11][CH2:12][C@@H:13]([N:15]4[C:16](=[O:25])[C:17]5[C:22](=[CH:21][CH:20]=[CH:19][CH:18]=5)[C:23]4=[O:24])[CH3:14])[CH:38]=[CH:39][CH:40]=3)[CH:35]=[N:34]2)=[CH:31][CH:32]=1. The catalyst class is: 3. (7) Reactant: [Br:1][C:2]1[CH:3]=[N:4][NH:5][CH:6]=1.[H-].[Na+].Br[CH:10]([CH3:16])[C:11]([O:13][CH2:14][CH3:15])=[O:12]. Product: [Br:1][C:2]1[CH:3]=[N:4][N:5]([CH:10]([CH3:16])[C:11]([O:13][CH2:14][CH3:15])=[O:12])[CH:6]=1. The catalyst class is: 3. (8) Reactant: [OH-].[Na+].CC(O)C.[F:7][C:8]1[CH:31]=[CH:30][C:11]([NH:12][C:13]2[CH:22]=[C:21]([S:23][C:24]3[CH:29]=[CH:28][CH:27]=[CH:26][CH:25]=3)[CH:20]=[CH:19][C:14]=2[C:15]([O:17]C)=[O:16])=[CH:10][CH:9]=1.Cl. Product: [F:7][C:8]1[CH:31]=[CH:30][C:11]([NH:12][C:13]2[CH:22]=[C:21]([S:23][C:24]3[CH:29]=[CH:28][CH:27]=[CH:26][CH:25]=3)[CH:20]=[CH:19][C:14]=2[C:15]([OH:17])=[O:16])=[CH:10][CH:9]=1. The catalyst class is: 13.